Predict the reactants needed to synthesize the given product. From a dataset of Full USPTO retrosynthesis dataset with 1.9M reactions from patents (1976-2016). (1) Given the product [F:1][C:2]1[C:7]([F:8])=[CH:6][CH:5]=[CH:4][C:3]=1[C:9]1[N:34]=[C:12]2[CH:13]=[N:14][N:15]([CH2:17][C:18]3[O:22][N:21]=[C:20]([C:23]4[CH:33]=[CH:32][C:26]([O:27][CH2:28][CH2:29][CH2:30][N:40]5[CH2:45][CH2:44][O:43][CH2:42][CH2:41]5)=[CH:25][CH:24]=4)[CH:19]=3)[CH:16]=[C:11]2[N:10]=1, predict the reactants needed to synthesize it. The reactants are: [F:1][C:2]1[C:7]([F:8])=[CH:6][CH:5]=[CH:4][C:3]=1[C:9]1[N:34]=[C:12]2[CH:13]=[N:14][N:15]([CH2:17][C:18]3[O:22][N:21]=[C:20]([C:23]4[CH:33]=[CH:32][C:26]([O:27][CH2:28][CH2:29][CH2:30]O)=[CH:25][CH:24]=4)[CH:19]=3)[CH:16]=[C:11]2[N:10]=1.CS(Cl)(=O)=O.[NH:40]1[CH2:45][CH2:44][O:43][CH2:42][CH2:41]1.Cl. (2) Given the product [CH3:35][O:34][C:32]1[CH:31]=[CH:30][C:28]2[N:29]=[C:25]([NH:2][C:3]3[CH:4]=[C:5]([CH:21]=[CH:22][CH:23]=3)[CH2:6][NH:7][C:8]3[C:17]4[C:12](=[C:13]([C:18]([NH2:20])=[O:19])[CH:14]=[CH:15][CH:16]=4)[N:11]=[CH:10][N:9]=3)[S:26][C:27]=2[CH:33]=1, predict the reactants needed to synthesize it. The reactants are: Cl.[NH2:2][C:3]1[CH:4]=[C:5]([CH:21]=[CH:22][CH:23]=1)[CH2:6][NH:7][C:8]1[C:17]2[C:12](=[C:13]([C:18]([NH2:20])=[O:19])[CH:14]=[CH:15][CH:16]=2)[N:11]=[CH:10][N:9]=1.Cl[C:25]1[S:26][C:27]2[CH:33]=[C:32]([O:34][CH3:35])[CH:31]=[CH:30][C:28]=2[N:29]=1. (3) Given the product [C:1]([C:5]1[CH:6]=[CH:7][C:8]([CH3:22])=[C:9]([CH:21]=1)[O:10][C:11]1[S:12][CH:13]=[C:14]([C:16]([OH:18])=[O:17])[N:15]=1)([CH3:4])([CH3:3])[CH3:2], predict the reactants needed to synthesize it. The reactants are: [C:1]([C:5]1[CH:6]=[CH:7][C:8]([CH3:22])=[C:9]([CH:21]=1)[O:10][C:11]1[S:12][CH:13]=[C:14]([C:16]([O:18]CC)=[O:17])[N:15]=1)([CH3:4])([CH3:3])[CH3:2].C(C1C=CC(C)=C(C=1)OC1OC=C(C(O)=O)N=1)(C)(C)C. (4) Given the product [C:1]([O:5][C:6]([N:8]1[CH2:13][CH:12]=[C:11]([C:14]2[C:22]3[S:21][C:20]([NH:23][C:24]([C:26]4[CH:31]=[CH:30][N:29]=[C:28]([N:8]5[CH2:6][CH2:35][O:38][CH2:10][CH2:9]5)[CH:27]=4)=[O:25])=[N:19][C:18]=3[C:17]([O:33][CH3:34])=[CH:16][CH:15]=2)[CH2:10][CH2:9]1)=[O:7])([CH3:4])([CH3:3])[CH3:2], predict the reactants needed to synthesize it. The reactants are: [C:1]([O:5][C:6]([N:8]1[CH2:13][CH:12]=[C:11]([C:14]2[C:22]3[S:21][C:20]([NH:23][C:24]([C:26]4[CH:31]=[CH:30][N:29]=[C:28](Cl)[CH:27]=4)=[O:25])=[N:19][C:18]=3[C:17]([O:33][CH3:34])=[CH:16][CH:15]=2)[CH2:10][CH2:9]1)=[O:7])([CH3:4])([CH3:3])[CH3:2].[C:35](=[O:38])([O-])[O-].[Cs+].[Cs+]. (5) Given the product [N:1]1([CH2:7][CH2:8][CH2:9][CH2:10][CH2:11][C:12]#[N:13])[CH2:5][CH2:4][CH2:3][CH2:2]1, predict the reactants needed to synthesize it. The reactants are: [NH:1]1[CH2:5][CH2:4][CH2:3][CH2:2]1.Cl[CH2:7][CH2:8][CH2:9][CH2:10][CH2:11][C:12]#[N:13].